Dataset: Full USPTO retrosynthesis dataset with 1.9M reactions from patents (1976-2016). Task: Predict the reactants needed to synthesize the given product. Given the product [S:25]([C:22]1[CH:23]=[CH:24][C:19]([CH3:29])=[CH:20][CH:21]=1)([OH:28])(=[O:27])=[O:26].[CH2:1]([O:8][C:15](=[O:16])[C@@H:10]([CH2:11][CH:12]([CH3:14])[CH3:13])[NH2:9])[C:2]1[CH:7]=[CH:6][CH:5]=[CH:4][CH:3]=1, predict the reactants needed to synthesize it. The reactants are: [CH2:1]([OH:8])[C:2]1[CH:7]=[CH:6][CH:5]=[CH:4][CH:3]=1.[NH2:9][C@@H:10]([C:15](O)=[O:16])[CH2:11][CH:12]([CH3:14])[CH3:13].O.[C:19]1([CH3:29])[CH:24]=[CH:23][C:22]([S:25]([OH:28])(=[O:27])=[O:26])=[CH:21][CH:20]=1.O.